This data is from Reaction yield outcomes from USPTO patents with 853,638 reactions. The task is: Predict the reaction yield, written as a fraction of the theoretical maximum amount of product (1.0 means a 100% yield; for example, 0.34 means a 34% yield). (1) The reactants are [CH3:1][C:2]1([CH3:25])[CH2:6][CH2:5][CH2:4][CH:3]1[C:7]1[CH:12]=[C:11]([C:13]([O:15][CH3:16])=[O:14])[CH:10]=[CH:9][C:8]=1[C:17]1[CH:22]=[C:21]([OH:23])[CH:20]=[CH:19][C:18]=1[F:24].C(=O)([O-])[O-].[Cs+].[Cs+].[F:32][C:33]([F:37])([F:36])[CH2:34]I. The catalyst is CN(C=O)C.O. The product is [CH3:1][C:2]1([CH3:25])[CH2:6][CH2:5][CH2:4][CH:3]1[C:7]1[CH:12]=[C:11]([C:13]([O:15][CH3:16])=[O:14])[CH:10]=[CH:9][C:8]=1[C:17]1[CH:22]=[C:21]([O:23][CH2:34][C:33]([F:37])([F:36])[F:32])[CH:20]=[CH:19][C:18]=1[F:24]. The yield is 0.910. (2) The reactants are C([O:3][C:4]([C:6]1[CH:7]=[C:8]2[C:13](=[CH:14][CH:15]=1)[NH:12][CH:11]([C:16]1[CH:21]=[CH:20][CH:19]=[C:18]([N:22]3[CH2:27][CH2:26][N:25]([C:28]4[CH:33]=[CH:32][C:31]([CH3:34])=[CH:30][C:29]=4[CH3:35])[CH2:24][CH2:23]3)[CH:17]=1)[C:10]([CH3:37])([CH3:36])[CH2:9]2)=[O:5])C.O.[OH-].[Li+].O.Cl. The catalyst is CO.O1CCCC1. The product is [CH3:35][C:29]1[CH:30]=[C:31]([CH3:34])[CH:32]=[CH:33][C:28]=1[N:25]1[CH2:26][CH2:27][N:22]([C:18]2[CH:17]=[C:16]([CH:11]3[C:10]([CH3:37])([CH3:36])[CH2:9][C:8]4[C:13](=[CH:14][CH:15]=[C:6]([C:4]([OH:5])=[O:3])[CH:7]=4)[NH:12]3)[CH:21]=[CH:20][CH:19]=2)[CH2:23][CH2:24]1. The yield is 0.800. (3) The reactants are [CH2:1]([C:5]1[N:6]=[C:7]([CH3:27])[NH:8][C:9](=[O:26])[C:10]=1[CH2:11][C:12]1[CH:17]=[CH:16][C:15]([C:18]2[C:19]([C:24]#[N:25])=[CH:20][CH:21]=[CH:22][CH:23]=2)=[CH:14][CH:13]=1)[CH2:2][CH2:3][CH3:4].[O:28]1[C:32]2[CH:33]=[C:34](B(O)O)[CH:35]=[CH:36][C:31]=2[CH2:30][CH2:29]1.C([N:42](CC)CC)C.N1C=CC=CC=1.[C:53]([O:56]CC)(=[O:55])C. The catalyst is C(Cl)Cl.C([O-])(=O)C.[Cu+2].C([O-])(=O)C. The product is [CH2:1]([C:5]1[N:6]=[C:7]([CH3:27])[N:8]([C:34]2[CH:35]=[CH:36][C:31]3[CH2:30][CH2:29][O:28][C:32]=3[CH:33]=2)[C:9](=[O:26])[C:10]=1[CH2:11][C:12]1[CH:17]=[CH:16][C:15]([C:18]2[CH:23]=[CH:22][CH:21]=[CH:20][C:19]=2[C:24]2[NH:42][C:53](=[O:55])[O:56][N:25]=2)=[CH:14][CH:13]=1)[CH2:2][CH2:3][CH3:4]. The yield is 0.830. (4) The reactants are [OH:1][CH2:2][C@H:3]1[C@@H:7]([OH:8])[CH:6]=[CH:5][CH2:4]1.ClC1C=CC=C(C(OO)=[O:17])C=1. The catalyst is C(Cl)Cl. The product is [OH:1][CH2:2][C@@H:3]1[CH2:4][C@H:5]2[C@H:6]([O:17]2)[C@@H:7]1[OH:8]. The yield is 0.760. (5) The reactants are F[C:2]1[N:7]=[C:6]([NH2:8])[CH:5]=[CH:4][CH:3]=1.[CH3:9][CH:10]1[CH2:15][CH2:14][CH2:13][CH2:12][NH:11]1. The catalyst is O. The product is [CH3:9][CH:10]1[CH2:15][CH2:14][CH2:13][CH2:12][N:11]1[C:2]1[N:7]=[C:6]([NH2:8])[CH:5]=[CH:4][CH:3]=1. The yield is 0.490. (6) The reactants are Cl.Cl.[CH2:3]([C:5]1[N:9]([C:10]2[N:18]=[C:17]3[C:13]([N:14]=[C:15]([C:20]4([OH:26])[CH2:25][CH2:24][CH2:23][NH:22][CH2:21]4)[N:16]3[CH3:19])=[C:12]([N:27]3[CH2:32][CH2:31][O:30][CH2:29][CH2:28]3)[N:11]=2)[C:8]2[CH:33]=[CH:34][CH:35]=[CH:36][C:7]=2[N:6]=1)[CH3:4].[CH3:37][C:38]1([CH3:41])[CH2:40][O:39]1.CCN(C(C)C)C(C)C. The catalyst is CC#N. The product is [CH2:3]([C:5]1[N:9]([C:10]2[N:18]=[C:17]3[C:13]([N:14]=[C:15]([C:20]4([OH:26])[CH2:25][CH2:24][CH2:23][N:22]([CH2:37][C:38]([OH:39])([CH3:41])[CH3:40])[CH2:21]4)[N:16]3[CH3:19])=[C:12]([N:27]3[CH2:28][CH2:29][O:30][CH2:31][CH2:32]3)[N:11]=2)[C:8]2[CH:33]=[CH:34][CH:35]=[CH:36][C:7]=2[N:6]=1)[CH3:4]. The yield is 0.230.